This data is from Peptide-MHC class II binding affinity with 134,281 pairs from IEDB. The task is: Regression. Given a peptide amino acid sequence and an MHC pseudo amino acid sequence, predict their binding affinity value. This is MHC class II binding data. (1) The peptide sequence is DVNAGFKAAVAAAAN. The MHC is HLA-DPA10103-DPB10401 with pseudo-sequence HLA-DPA10103-DPB10401. The binding affinity (normalized) is 0. (2) The MHC is DRB1_1101 with pseudo-sequence DRB1_1101. The binding affinity (normalized) is 0.501. The peptide sequence is GGESFGIVVAWKVRL. (3) The peptide sequence is EKKYFAATYFEPLAA. The MHC is DRB1_1001 with pseudo-sequence DRB1_1001. The binding affinity (normalized) is 0.689. (4) The peptide sequence is CRKELAAVSVDCSEY. The MHC is DRB1_0802 with pseudo-sequence DRB1_0802. The binding affinity (normalized) is 0.434. (5) The MHC is DRB1_0701 with pseudo-sequence DRB1_0701. The peptide sequence is DLMELISGISLGLIL. The binding affinity (normalized) is 0.829. (6) The peptide sequence is AAATAGTTVYGAFAD. The MHC is HLA-DQA10501-DQB10301 with pseudo-sequence HLA-DQA10501-DQB10301. The binding affinity (normalized) is 0.639.